This data is from Full USPTO retrosynthesis dataset with 1.9M reactions from patents (1976-2016). The task is: Predict the reactants needed to synthesize the given product. (1) The reactants are: [C:1]([C:5]1[CH:6]=[C:7]([N+:14]([O-:16])=[O:15])[C:8]([OH:13])=[C:9]([CH:12]=1)[C:10]#[N:11])([CH3:4])([CH3:3])[CH3:2].[CH:17](N(CC)C(C)C)(C)C.C[Si](C=[N+]=[N-])(C)C. Given the product [C:1]([C:5]1[CH:6]=[C:7]([N+:14]([O-:16])=[O:15])[C:8]([O:13][CH3:17])=[C:9]([CH:12]=1)[C:10]#[N:11])([CH3:4])([CH3:2])[CH3:3], predict the reactants needed to synthesize it. (2) The reactants are: [H-].[Na+].[CH2:3]([N:10]1[CH2:15][CH2:14][C:13]([CH2:17][C:18]2[CH:23]=[C:22]([CH3:24])[CH:21]=[CH:20][C:19]=2F)([OH:16])[CH2:12][CH2:11]1)[C:4]1[CH:9]=[CH:8][CH:7]=[CH:6][CH:5]=1.CN(C=O)C.O. Given the product [CH2:3]([N:10]1[CH2:15][CH2:14][C:13]2([CH2:17][C:18]3[CH:23]=[C:22]([CH3:24])[CH:21]=[CH:20][C:19]=3[O:16]2)[CH2:12][CH2:11]1)[C:4]1[CH:9]=[CH:8][CH:7]=[CH:6][CH:5]=1, predict the reactants needed to synthesize it. (3) The reactants are: C(=O)([O-])[O-].[Cs+].[Cs+].[OH:7][C:8]1[CH:17]=[CH:16][C:15]2[N:14]=[C:13]([NH2:18])[C:12]3[N:19]=[C:20]([CH2:25][O:26][CH3:27])[N:21]([CH2:22][CH2:23][CH3:24])[C:11]=3[C:10]=2[CH:9]=1.Br[CH2:29][CH2:30][CH2:31][Cl:32].CN(C)C=O. Given the product [Cl:32][CH2:31][CH2:30][CH2:29][O:7][C:8]1[CH:17]=[CH:16][C:15]2[N:14]=[C:13]([NH2:18])[C:12]3[N:19]=[C:20]([CH2:25][O:26][CH3:27])[N:21]([CH2:22][CH2:23][CH3:24])[C:11]=3[C:10]=2[CH:9]=1, predict the reactants needed to synthesize it. (4) Given the product [CH:12]([N:10]1[CH2:11][CH:8]([I:1])[CH2:9]1)([C:19]1[CH:24]=[CH:23][CH:22]=[CH:21][CH:20]=1)[C:13]1[CH:18]=[CH:17][CH:16]=[CH:15][CH:14]=1, predict the reactants needed to synthesize it. The reactants are: [I-:1].[K+].CS(O[CH:8]1[CH2:11][N:10]([CH:12]([C:19]2[CH:24]=[CH:23][CH:22]=[CH:21][CH:20]=2)[C:13]2[CH:18]=[CH:17][CH:16]=[CH:15][CH:14]=2)[CH2:9]1)(=O)=O.C(OCC)(=O)C. (5) Given the product [Cl:1][C:2]1[CH:3]=[C:4]([C:30]2[CH2:31][CH2:32][C:33](=[O:36])[NH:34][N:35]=2)[CH:5]=[CH:6][C:7]=1[O:8][CH2:9][C:10]([N:12]1[CH2:13][CH2:14][CH:15]([NH:18][CH2:19][C@H:20]([OH:29])[CH2:21][O:22][C:23]2[CH:24]=[CH:25][CH:26]=[CH:27][C:28]=2[Cl:37])[CH2:16][CH2:17]1)=[O:11], predict the reactants needed to synthesize it. The reactants are: [Cl:1][C:2]1[CH:3]=[C:4]([C:30]2[CH2:31][CH2:32][C:33](=[O:36])[NH:34][N:35]=2)[CH:5]=[CH:6][C:7]=1[O:8][CH2:9][C:10]([N:12]1[CH2:17][CH2:16][CH:15]([NH:18][CH2:19][C@H:20]([OH:29])[CH2:21][O:22][C:23]2[CH:28]=[CH:27][CH:26]=[CH:25][CH:24]=2)[CH2:14][CH2:13]1)=[O:11].[Cl:37]C1C=CC=CC=1O.